The task is: Predict the reactants needed to synthesize the given product.. This data is from Full USPTO retrosynthesis dataset with 1.9M reactions from patents (1976-2016). (1) Given the product [NH2:1][C:2]1[C:3]([I:13])=[CH:4][C:5]([CH3:12])=[C:6]([CH:11]=1)[C:7]([O:9][CH3:10])=[O:8], predict the reactants needed to synthesize it. The reactants are: [NH2:1][C:2]1[CH:3]=[CH:4][C:5]([CH3:12])=[C:6]([CH:11]=1)[C:7]([O:9][CH3:10])=[O:8].[I:13]N1C(=O)CCC1=O. (2) Given the product [CH3:31][C:32]1[O:36][N:35]=[CH:34][C:33]=1[S:37]([N:17]1[C:18]2[CH:19]=[CH:20][C:12]([C:10]([N:7]3[CH2:6][CH2:5][CH:4]([CH3:3])[CH2:9][CH2:8]3)=[O:11])=[CH:13][C:14]=2[C:15]2[CH2:24][N:23]([CH:25]3[CH2:26][CH2:27][O:28][CH2:29][CH2:30]3)[CH2:22][CH2:21][C:16]1=2)(=[O:39])=[O:38], predict the reactants needed to synthesize it. The reactants are: [H-].[Na+].[CH3:3][CH:4]1[CH2:9][CH2:8][N:7]([C:10]([C:12]2[CH:20]=[CH:19][C:18]3[NH:17][C:16]4[CH2:21][CH2:22][N:23]([CH:25]5[CH2:30][CH2:29][O:28][CH2:27][CH2:26]5)[CH2:24][C:15]=4[C:14]=3[CH:13]=2)=[O:11])[CH2:6][CH2:5]1.[CH3:31][C:32]1[O:36][N:35]=[CH:34][C:33]=1[S:37](Cl)(=[O:39])=[O:38].